From a dataset of Blood-brain barrier penetration binary classification data from Martins et al.. Regression/Classification. Given a drug SMILES string, predict its absorption, distribution, metabolism, or excretion properties. Task type varies by dataset: regression for continuous measurements (e.g., permeability, clearance, half-life) or binary classification for categorical outcomes (e.g., BBB penetration, CYP inhibition). Dataset: bbb_martins. (1) The drug is CN1C(=O)CC(=O)N(c2ccccc2)c2cc(Cl)ccc21. The result is 1 (penetrates BBB). (2) The molecule is CC1(C)CCN(C(=O)Cc2ccc(Cl)c(Cl)c2)[C@@H](CN2CCCC2)C1. The result is 1 (penetrates BBB). (3) The molecule is CCC(C(=O)OCCN1CCOC(c2ccccc2)C1C)c1ccccc1. The result is 1 (penetrates BBB).